This data is from Reaction yield outcomes from USPTO patents with 853,638 reactions. The task is: Predict the reaction yield, written as a fraction of the theoretical maximum amount of product (1.0 means a 100% yield; for example, 0.34 means a 34% yield). (1) The reactants are Br[C:2]1[CH:3]=[C:4]([C:11]([C:13]2[C:21]3[CH:20]=[N:19][CH:18]=[N:17][C:16]=3[N:15]([CH:22]([CH3:24])[CH3:23])[CH:14]=2)=[O:12])[CH:5]=[N:6][C:7]=1[O:8][CH2:9][CH3:10].[NH3:25]. The catalyst is CN1C(=O)CCC1.O.[Cu-]=O. The product is [NH2:25][C:2]1[CH:3]=[C:4]([C:11]([C:13]2[C:21]3[CH:20]=[N:19][CH:18]=[N:17][C:16]=3[N:15]([CH:22]([CH3:24])[CH3:23])[CH:14]=2)=[O:12])[CH:5]=[N:6][C:7]=1[O:8][CH2:9][CH3:10]. The yield is 0.240. (2) The reactants are [Cl:1][C:2]1[CH:7]=[CH:6][C:5]([N:8]2[CH:12]=[C:11]([C:13]#[N:14])[N:10]=[N:9]2)=[C:4]([C:15]2[CH:20]=[C:19]([OH:21])[N:18]=[CH:17][N:16]=2)[CH:3]=1.CN(C(ON1N=NC2C=CC=NC1=2)=[N+](C)C)C.F[P-](F)(F)(F)(F)F.C1CCN2C(=NCCC2)CC1.N[C@@H:58]1[C:74]2[CH:75]=[C:70]([CH:71]=[CH:72][CH:73]=2)[C:69]2[N:68]([CH:76]([F:78])[F:77])[N:67]=[CH:66][C:65]=2[NH:64][C:63](=[O:79])[C@H:62]([CH3:80])[CH2:61][CH2:60][CH2:59]1. The catalyst is CC#N.CN(C=O)C. The product is [Cl:1][C:2]1[CH:7]=[CH:6][C:5]([N:8]2[CH:12]=[C:11]([C:13]#[N:14])[N:10]=[N:9]2)=[C:4]([C:15]2[N:16]=[CH:17][N:18]([C@@H:58]3[C:74]4[CH:75]=[C:70]([CH:71]=[CH:72][CH:73]=4)[C:69]4[N:68]([CH:76]([F:78])[F:77])[N:67]=[CH:66][C:65]=4[NH:64][C:63](=[O:79])[C@H:62]([CH3:80])[CH2:61][CH2:60][CH2:59]3)[C:19](=[O:21])[CH:20]=2)[CH:3]=1. The yield is 0.340. (3) The product is [N:1]1[C:10]2[CH:9]([CH:11]([NH:16][CH2:17][C:18]3[CH:23]=[CH:22][CH:21]=[CH:20][CH:19]=3)[CH2:12][CH2:13][CH2:14][NH2:15])[CH2:8][CH2:7][CH2:6][C:5]=2[CH:4]=[CH:3][CH:2]=1. The yield is 0.490. The reactants are [N:1]1[C:10]2[CH:9]([CH:11]([NH2:16])[CH2:12][CH2:13][CH2:14][NH2:15])[CH2:8][CH2:7][CH2:6][C:5]=2[CH:4]=[CH:3][CH:2]=1.[CH:17](=O)[C:18]1[CH:23]=[CH:22][CH:21]=[CH:20][CH:19]=1.[BH4-].[Na+]. The catalyst is CO.